From a dataset of Drug-target binding data from BindingDB using IC50 measurements. Regression. Given a target protein amino acid sequence and a drug SMILES string, predict the binding affinity score between them. We predict pIC50 (pIC50 = -log10(IC50 in M); higher means more potent). Dataset: bindingdb_ic50. (1) The compound is N#C[C@]1(NC(=O)C([NH3+])Cc2c[nH+]cs2)C[C@H]1c1ccccc1. The target protein (Q3UP87) has sequence MALGRLSSRTLAAMLLALFLGGPALASEIVGGRPARPHAWPFMASLQRRGGHFCGATLIARNFVMSAAHCVNGLNFRSVQVVLGAHDLRRQERTRQTFSVQRIFENGFDPSQLLNDIVIIQLNGSATINANVQVAQLPAQGQGVGDRTPCLAMGWGRLGTNRPSPSVLQELNVTVVTNMCRRRVNVCTLVPRRQAGICFGDSGGPLVCNNLVQGIDSFIRGGCGSGLYPDAFAPVAEFADWINSIIRSHNDHLLTHPKDREGRTN. The pIC50 is 5.1. (2) The small molecule is Cc1cc(C)n(CCCCCSc2nc(-c3ccccc3)c(-c3ccccc3)[nH]2)n1. The target protein (Q60457) has sequence MVGEEKMSLRNRLSKSGENPEQDEAQRSVSDTQSNGRITMKQLIAKKRQLAAEAEELKPLFLKEVGCHFDDFVTNLIEKSASLDNGGCALTTFSILEEMKNNHRAKDLRAPPEKGKIFISRRSLLDELFEVDHIRTIYHMFIGLLILFILSTLVVDYIDEGRLVLEFNLLGYAFGKLPTVIWTWWAMFLSTLSIPYFLFQRWAHGYSKTSHPLIYSLSHGFFFLVFQLGILGFVPTYVVLAYTLPPASRFIVILEQIRMVMKAHSFVRENVPRVLNAAKEKSSTVPVPTVNQYLYFLFAPTLIYRDSYPRTPTVRWGYVAVQFLQVFGCLFYVYYIFERLCAPLFRNIKQEPFSARVLVLCVFNSILPGVLMLFLTFFAFLHCWLNAFAEMLRFGDRMFYKDWWNSTSYSNYYRTWNVVVHDWLYYYAYKDLLWFFSKRFKSAAMLAVFALSAVVHEYALAVCLSYFYPVLFVLFMFFGMAFNFIVNDSRKRPIWNIMVW.... The pIC50 is 7.9. (3) The compound is Cc1ccc(-n2nc(C(C)(C)C)cc2NC(=O)Nc2cc(-c3ccc(=O)[nH]c3)n[nH]2)cc1. The target protein (Q9QVP9) has sequence MSGVSEPLSRVKVGTLRRPEGPPEPMVVVPVDVEKEDVRILKVCFYSNSFNPGKNFKLVKCTVQTEIQEIITSILLSGRIGPNIQLAECYGLRLKHMKSDEIHWLHPQMTVGEVQDKYECLHVEAEWRYDLQIRYLPEDFMESLKEDRTTLLYFYQQLRNDYMQRYASKVSEGMALQLGCLELRRFFKDMPHNALDKKSNFELLEKEVGLDLFFPKQMQENLKPKQFRKMIQQTFQQYASLREEECVMKFFNTLAGFANIDQETYRCELIQGWNITVDLVIGPKGIRQLTSQDTKPTCLAEFKQIKSIRCLPLEETQAVLQLGIEGAPQSLSIKTSSLAEAENMADLIDGYCRLQGEHKGSLIMHAKKDGEKRNSLPQIPTLNLEARRSHLSESCSIESDIYAEIPDETLRRPGGPQYGVAREEVVLNRILGEGFFGEVYEGVYTNHKGEKINVAVKTCKKDCTQDNKEKFMSEAVIMKNLDHPHIVKLIGIIEEEPTWI.... The pIC50 is 5.3. (4) The small molecule is CC1(C)[C@H](C(=O)O)N2C(=O)C[C@H]2S1(=O)=O. The target protein sequence is MNVIAKGVFTTTALLMLSLSSWVVSAQSPLLKEQIETIVTGKKATVGVAVWGPDDLEPLLVNPFEKFPMQSVFKMHLAMLVLHQVDQGKLDLNKTVAVNRAAVLQNTWSPMMKDHQGDEFTVTVQQLLQYSVSHSDNVACDLLFELVGGPAALHAYIQSLGIKETEVVANEAQMHADDQVQYKNWTSMKAAAQLLRKFEQKKQLSETSQALLWKWMVETTTGPQRLKGLLPAGTVVAHKTGTSGVRAGKTAATNDIGVIMLPDGRPLLVAVFVKDSAESARTNEAIIAQVAQAAYQFELKKLSAVSPD. The pIC50 is 5.4. (5) The compound is NC(=O)c1cccc(Nc2nccc(Nc3cccc4[nH]ncc34)n2)c1. The target protein (P06240) has sequence MGCVCSSNPEDDWMENIDVCENCHYPIVPLDSKISLPIRNGSEVRDPLVTYEGSLPPASPLQDNLVIALHSYEPSHDGDLGFEKGEQLRILEQSGEWWKAQSLTTGQEGFIPFNFVAKANSLEPEPWFFKNLSRKDAERQLLAPGNTHGSFLIRESESTAGSFSLSVRDFDQNQGEVVKHYKIRNLDNGGFYISPRITFPGLHDLVRHYTNASDGLCTKLSRPCQTQKPQKPWWEDEWEVPRETLKLVERLGAGQFGEVWMGYYNGHTKVAVKSLKQGSMSPDAFLAEANLMKQLQHPRLVRLYAVVTQEPIYIITEYMENGSLVDFLKTPSGIKLNVNKLLDMAAQIAEGMAFIEEQNYIHRDLRAANILVSDTLSCKIADFGLARLIEDNEYTAREGAKFPIKWTAPEAINYGTFTIKSDVWSFGILLTEIVTHGRIPYPGMTNPEVIQNLERGYRMVRPDNCPEELYHLMMLCWKERPEDRPTFDYLRSVLDDFFTA.... The pIC50 is 7.0. (6) The drug is CC(C)(C)n1nc(-c2cccc3ccccc23)c2c(N)ncnc21. The target protein sequence is ADSATPHLDAVEQTLRQVSPGLEGDVWERTSGNKLDGSAADPSDWLLQTPGCWGDDKCADRVGTKRLLAKMTENIGNATRTVDISTLAPFPNGAFQDAIVAGLKESAAKGNKLKVRILVGAAPVYHMNVIPSKYRDELTAKLGKAAENITLNVASMTTSKTAFSWNHSKILVVDGQSALTGGINSWKDDYLDTTHPVSDVDLALTGPAAGSAGRYLDTLWTWTCQNKSNIASVWFAASGNAGCMPTMHKDTNPKASPATGNVPVIAVGGLGVGIKDVDPKSTFRPDLPTASDTKCVVGLHDNTNADRDYDTVNPEESALRALVASAKGHIEISQQDLNATCPPLPRYDIRLYDALAAKMAAGVKVRIVVSDPANRGAVGSGGYSQIKSLSEISDTLRNRLANITGGQQAAKTAMCSNLQLATFRSSPNGKWADGHPYAQHHKLVSVDSSTFYIGSKNLYPSWLQDFGYIVESPEAAKQLDAKLLDPQWKYSQETATVDYA.... The pIC50 is 6.4. (7) The drug is OC[C@H]1NC[C@@H](O)[C@@H]1O. The target protein (P07265) has sequence MTISDHPETEPKWWKEATIYQIYPASFKDSNNDGWGDLKGITSKLQYIKDLGVDAIWVCPFYDSPQQDMGYDISNYEKVWPTYGTNEDCFELIDKTHKLGMKFITDLVINHCSTEHEWFKESRSSKTNPKRDWFFWRPPKGYDAEGKPIPPNNWKSFFGGSAWTFDETTNEFYLRLFASRQVDLNWENEDCRRAIFESAVGFWLDHGVDGFRIDTAGLYSKRPGLPDSPIFDKTSKLQHPNWGSHNGPRIHEYHQELHRFMKNRVKDGREIMRVGEVAHGSDNALYTSAARYEVSEVFSFTHVEVGTSPFFRYNIVPFTLKQWKEAIASNFLFINGTDSWATTYIENHDQARSITRFADDSPKYRKISGKLLTLLECSLTGTLYVYQGQEIGQINFKEWPIEKYEDVDVKNNYEIIKKSFGKNSKEMKDFFKGIALLSRDHSRTPMPWTKDKPNAGFTGPDVKPWFFLNESFEQGINVEQESRDDDSVLNFWKRALQARK.... The pIC50 is 6.1. (8) The drug is O=P(O)(O)OC[C@@H](O)[C@@H](O)[C@H](O)[C@H](O)COP(=O)(O)O. The target protein (P07752) has sequence MSKRVEVLLTQLPAYNRLKTPYEAELIETAKKMTAPGKGLLAADESTGSCSKRFAGIGLSNTAEHRRQYRALMLECEGFEQYISGVILHDETVYQKAKTGETFPQYLRRRGVVPGIKTDCGLEPLVEGAKGEQMTAGLDGYIKRAKKYYAMGCRFCKWRNVYKIQNGTVSEAVVRFNAETLARYAILSQLCGLVPIVEPEVMIDGTHDIETCQRVSQHVWSEVVSALHRHGVVWEGCLLKPNMVVPGAESGLKGHAEQVAEYTVKTLARVIPPALPGVTFLSGGLSEVMASEYLNAMNNCPLPRPWKLTFSYARALQSSAIKRWGGKESGVEAGRRAFMHRAKMNSLAQLGKYNRADDDKDSQSLYVAGNTY. The pIC50 is 5.0. (9) The drug is CN1CCN(CCCNC(=O)CCC=Cc2c(CCCCC(=O)NCCCN3CCN(C)CC3)c(O)c3cccc(O)c3c2O)CC1. The target protein sequence is MMSKIFDLVVIGAGSGGLEAAWNAATLYKKRVAVIDVQMVHGPPFFSALGGTCVNVGCVPKKLMVTGAQYMEHLRESAGFGWEFDRTTLRAEWKKLIAVKDEAVLNINKSYEEMFRDTEGLEFFLGWGSLESKNVVNVRESADPASAVKERLETENILLASGSWPHMPNIPGIEHCISSNEAFYLPEPPRRVLTVGGGFISVEFAGIFNAYKPKDGQVTLCYRGEMILRGFDHTLREELTKQLTANGIQILTKENPAKVELNADGSKSVTFESGKKMDFDLVMMAIGRSPRTKDLQLQNAGVMIKNGGVQVDEYSRTNVSNIYAIGDVTNRVMLTPVAINEAAALVDTVFGTNPRKTDHTRVASAVFSIPPIGTCGLIEEVASKRYEVVAVYLSSFTPLMHNISGSKYKTFVAKIITNHSDGTVLGVHLLGDNAPEIIQGVGICLKLNAKISDFYNTIGVHPTSAEELCSMRTPSYYYVKGEKMEKPSEASL. The pIC50 is 5.2.